This data is from Forward reaction prediction with 1.9M reactions from USPTO patents (1976-2016). The task is: Predict the product of the given reaction. (1) The product is: [CH3:1][O:2][C:3]1[CH:4]=[CH:5][C:6]([CH2:7][N:8]2[C:12]([S:13][C:23]([CH3:30])([CH3:29])[C:24]([O:26][CH2:27][CH3:28])=[O:25])=[N:11][N:10]=[N:9]2)=[CH:14][CH:15]=1. Given the reactants [CH3:1][O:2][C:3]1[CH:15]=[CH:14][C:6]([CH2:7][N:8]2[C:12]([SH:13])=[N:11][N:10]=[N:9]2)=[CH:5][CH:4]=1.C(=O)([O-])[O-].[K+].[K+].Br[C:23]([CH3:30])([CH3:29])[C:24]([O:26][CH2:27][CH3:28])=[O:25], predict the reaction product. (2) The product is: [OH:8][C:9]1[CH:10]=[CH:11][C:12]([C:15]2[N:23]([CH2:24][O:25][CH2:26][CH2:27][Si:28]([CH3:29])([CH3:31])[CH3:30])[C:22]3[C:21](=[O:32])[N:20]([CH2:33][CH2:34][CH3:35])[CH:19]=[N:18][C:17]=3[N:16]=2)=[CH:13][CH:14]=1. Given the reactants C([O:8][C:9]1[CH:14]=[CH:13][C:12]([C:15]2[N:23]([CH2:24][O:25][CH2:26][CH2:27][Si:28]([CH3:31])([CH3:30])[CH3:29])[C:22]3[C:21](=[O:32])[N:20]([CH2:33][CH2:34][CH3:35])[C:19](Cl)=[N:18][C:17]=3[N:16]=2)=[CH:11][CH:10]=1)C1C=CC=CC=1.O.C([O-])=O.[NH4+], predict the reaction product. (3) The product is: [CH3:1][CH:2]1[O:9][C:21]2([CH2:20][CH2:19][CH2:18][CH2:17][CH2:16][CH2:15][CH2:14][CH2:13][CH2:12][CH2:11][CH3:10])[O:8][CH:6]([CH3:7])[CH2:5][N:4]2[CH2:3]1. Given the reactants [CH3:1][CH:2]([OH:9])[CH2:3][NH:4][CH2:5][CH:6]([OH:8])[CH3:7].[C:10](OC)(=O)[CH2:11][CH2:12][CH2:13][CH2:14][CH2:15][CH2:16][CH2:17][CH2:18][CH2:19][CH2:20][CH3:21].CO, predict the reaction product. (4) Given the reactants [F:1][C:2]1[CH:7]=[C:6]([F:8])[CH:5]=[CH:4][C:3]=1[CH2:9][NH:10][C:11]([C:13]1[C:14](=[O:38])[C:15]([O:30]CC2C=CC=CC=2)=[C:16]2[C:21](=[O:22])[N:20]3[CH2:23][C@H:24]4[CH2:28][CH2:27][CH2:26][N:25]4[C@@H:19]3[CH2:18][N:17]2[CH:29]=1)=[O:12].[OH-].[NH4+], predict the reaction product. The product is: [F:1][C:2]1[CH:7]=[C:6]([F:8])[CH:5]=[CH:4][C:3]=1[CH2:9][NH:10][C:11]([C:13]1[C:14](=[O:38])[C:15]([OH:30])=[C:16]2[C:21](=[O:22])[N:20]3[CH2:23][C@H:24]4[CH2:28][CH2:27][CH2:26][N:25]4[C@@H:19]3[CH2:18][N:17]2[CH:29]=1)=[O:12]. (5) Given the reactants [CH3:1][NH:2][C@@H:3]1[CH2:7][CH2:6][N:5]([C:8]2[C:9]3[CH:16]=[CH:15][N:14]([CH2:17][O:18][CH2:19][CH2:20][Si:21]([CH3:24])([CH3:23])[CH3:22])[C:10]=3[N:11]=[CH:12][N:13]=2)[CH2:4]1.F[C:26]1[CH:31]=[CH:30][C:29]([S:32]([CH3:35])(=[O:34])=[O:33])=[CH:28][CH:27]=1.C([O-])([O-])=O.[K+].[K+].O, predict the reaction product. The product is: [CH3:1][N:2]([C:26]1[CH:31]=[CH:30][C:29]([S:32]([CH3:35])(=[O:34])=[O:33])=[CH:28][CH:27]=1)[C@@H:3]1[CH2:7][CH2:6][N:5]([C:8]2[C:9]3[CH:16]=[CH:15][N:14]([CH2:17][O:18][CH2:19][CH2:20][Si:21]([CH3:23])([CH3:22])[CH3:24])[C:10]=3[N:11]=[CH:12][N:13]=2)[CH2:4]1. (6) Given the reactants C(OC([NH:8][CH2:9][CH2:10][CH2:11][N:12]1[C:16]2[CH:17]=[CH:18][C:19]([C:21]([OH:23])=O)=[CH:20][C:15]=2[N:14]=[CH:13]1)=O)(C)(C)C.[NH2:24][C:25]1[S:26][C:27]2[CH2:32][CH2:31][CH2:30][C:28]=2[N:29]=1, predict the reaction product. The product is: [S:26]1[C:27]2[CH2:32][CH2:31][CH2:30][C:28]=2[N:29]=[C:25]1[NH:24][C:21]([C:19]1[CH:18]=[CH:17][C:16]2[N:12]([CH2:11][CH2:10][CH2:9][NH2:8])[CH:13]=[N:14][C:15]=2[CH:20]=1)=[O:23]. (7) Given the reactants [CH2:1]([O:3][C:4](=[O:12])[CH2:5][CH:6]1[CH2:11][CH2:10][O:9][CH2:8][CH2:7]1)[CH3:2].[Li+].[CH3:14]C([N-]C(C)C)C.CN(P(N(C)C)(N(C)C)=O)C.CI.Cl, predict the reaction product. The product is: [CH2:1]([O:3][C:4](=[O:12])[CH:5]([CH:6]1[CH2:11][CH2:10][O:9][CH2:8][CH2:7]1)[CH3:14])[CH3:2]. (8) Given the reactants [F:1][C:2]1[CH:3]=[CH:4][C:5]([C:10]([CH3:22])([CH3:21])[CH2:11][C@:12]([OH:20])([C:16]([F:19])([F:18])[F:17])[CH2:13][C:14]#[CH:15])=[C:6]([CH:9]=1)[CH:7]=[O:8].CC(=CC)C.Cl([O-])=[O:29].[Na+].P([O-])([O-])(O)=O.[Na+].[Na+], predict the reaction product. The product is: [F:1][C:2]1[CH:3]=[CH:4][C:5]([C:10]([CH3:22])([CH3:21])[CH2:11][C@:12]([OH:20])([C:16]([F:18])([F:19])[F:17])[CH2:13][C:14]#[CH:15])=[C:6]([CH:9]=1)[C:7]([OH:29])=[O:8].